From a dataset of Catalyst prediction with 721,799 reactions and 888 catalyst types from USPTO. Predict which catalyst facilitates the given reaction. (1) The catalyst class is: 869. Product: [C:15]([C:18]1[N:19]=[CH:20][N:21]2[C:26](=[O:27])[N:25]([CH2:28][C:29]([NH2:9])=[O:31])[N:24]=[N:23][C:22]=12)(=[O:17])[NH2:16]. Reactant: ClC(OC(C)C)=O.C[N:9]1CCOCC1.[C:15]([C:18]1[N:19]=[CH:20][N:21]2[C:26](=[O:27])[N:25]([CH2:28][C:29]([OH:31])=O)[N:24]=[N:23][C:22]=12)(=[O:17])[NH2:16].N.C(N(CC)CC)C. (2) Reactant: [CH:1]1(/[CH:6]=[C:7](\[C:13]2[CH:26]=[CH:25][C:24]3[S:23](=[O:28])(=[O:27])[C:22]4[C:17](=[CH:18][CH:19]=[CH:20][CH:21]=4)[N:16]([CH3:29])[C:15]=3[CH:14]=2)/[C:8]([O:10]CC)=[O:9])[CH2:5][CH2:4][CH2:3][CH2:2]1.[OH-].[Na+]. Product: [CH:1]1(/[CH:6]=[C:7](\[C:13]2[CH:26]=[CH:25][C:24]3[S:23](=[O:28])(=[O:27])[C:22]4[C:17](=[CH:18][CH:19]=[CH:20][CH:21]=4)[N:16]([CH3:29])[C:15]=3[CH:14]=2)/[C:8]([OH:10])=[O:9])[CH2:5][CH2:4][CH2:3][CH2:2]1. The catalyst class is: 5. (3) Reactant: [Mg].II.Br[CH:5]1[CH2:10][CH2:9][CH2:8][CH2:7][CH2:6]1.CON(C)[C:14]([C:16]1[CH:25]=[CH:24][C:19]([C:20]([O:22][CH3:23])=[O:21])=[CH:18][CH:17]=1)=[O:15]. Product: [CH:5]1([C:14]([C:16]2[CH:25]=[CH:24][C:19]([C:20]([O:22][CH3:23])=[O:21])=[CH:18][CH:17]=2)=[O:15])[CH2:10][CH2:9][CH2:8][CH2:7][CH2:6]1. The catalyst class is: 7. (4) Reactant: [Br:1][C:2]1[CH:3]=[C:4]([CH:8]=[C:9](/[CH:11]=[N:12]/[S@@:13]([C:15]([CH3:18])([CH3:17])[CH3:16])=[O:14])[CH:10]=1)[C:5]([NH2:7])=[O:6].Br[CH2:20][CH:21]=[CH2:22]. Product: [Br:1][C:2]1[CH:3]=[C:4]([CH:8]=[C:9]([C@@H:11]([NH:12][S@@:13]([C:15]([CH3:18])([CH3:17])[CH3:16])=[O:14])[CH2:22][CH:21]=[CH2:20])[CH:10]=1)[C:5]([NH2:7])=[O:6]. The catalyst class is: 1. (5) Product: [F:20][C:21]1[CH:28]=[CH:27][C:24]([CH:25]([OH:26])[C:3]2[C:2]([NH:7][C:8](=[O:13])[C:9]([CH3:10])([CH3:12])[CH3:11])=[N:1][CH:6]=[CH:5][CH:4]=2)=[CH:23][CH:22]=1. The catalyst class is: 7. Reactant: [N:1]1[CH:6]=[CH:5][CH:4]=[CH:3][C:2]=1[NH:7][C:8](=[O:13])[C:9]([CH3:12])([CH3:11])[CH3:10].CCCCCC.[F:20][C:21]1[CH:28]=[CH:27][C:24]([CH:25]=[O:26])=[CH:23][CH:22]=1.[Cl-].[NH4+]. (6) Reactant: [C:1]([C:3]1[C:4]2[C@H:16]3[CH2:17][C@H:15]3[CH:14]([OH:18])[C:5]=2[N:6]([CH2:8][C:9]([O:11][CH2:12][CH3:13])=[O:10])[N:7]=1)#[N:2].CC(OI1(OC(C)=O)(OC(C)=O)OC(=O)C2C=CC=CC1=2)=O. Product: [C:1]([C:3]1[C:4]2[C@H:16]3[CH2:17][C@H:15]3[C:14](=[O:18])[C:5]=2[N:6]([CH2:8][C:9]([O:11][CH2:12][CH3:13])=[O:10])[N:7]=1)#[N:2]. The catalyst class is: 4. (7) Reactant: [CH3:1][C:2]1[CH:7]=[C:6]([C:8]2[CH:9]=[CH:10][C:11]3[N:18]4[CH2:19][C@H:14]([CH2:15][CH2:16][CH2:17]4)[NH:13][C:12]=3[N:20]=2)[CH:5]=[CH:4][N:3]=1.C(N(CC)CC)C.ClC(Cl)(O[C:32](=[O:38])OC(Cl)(Cl)Cl)Cl.[N:40]1[CH:45]=[CH:44][N:43]=[CH:42][C:41]=1[NH2:46]. Product: [CH3:1][C:2]1[CH:7]=[C:6]([C:8]2[CH:9]=[CH:10][C:11]3[N:18]4[CH2:19][C@H:14]([CH2:15][CH2:16][CH2:17]4)[N:13]([C:32]([NH:46][C:41]4[CH:42]=[N:43][CH:44]=[CH:45][N:40]=4)=[O:38])[C:12]=3[N:20]=2)[CH:5]=[CH:4][N:3]=1. The catalyst class is: 7. (8) Reactant: [Br:1][C:2]1[CH:10]=C2[C:5]([CH:6]=[CH:7]N2)=[C:4]([O:11][CH3:12])[CH:3]=1.[Cl-].Cl[CH:15]=[N+:16]([CH3:18])C.[OH2:19].[OH-].[Na+]. Product: [Br:1][C:2]1[CH:10]=[C:18]2[C:5]([C:6]([CH:7]=[O:19])=[CH:15][NH:16]2)=[C:4]([O:11][CH3:12])[CH:3]=1. The catalyst class is: 3. (9) Reactant: Cl.[C:2]([CH:10]1[CH2:15][CH2:14][NH:13][CH2:12][CH2:11]1)(=[O:9])[C:3]1[CH:8]=[CH:7][CH:6]=[CH:5][CH:4]=1.CCN(C(C)C)C(C)C.[CH3:25][N:26]1[CH:30]=[C:29]([S:31](Cl)(=[O:33])=[O:32])[N:28]=[CH:27]1. Product: [CH3:25][N:26]1[CH:30]=[C:29]([S:31]([N:13]2[CH2:14][CH2:15][CH:10]([C:2]([C:3]3[CH:8]=[CH:7][CH:6]=[CH:5][CH:4]=3)=[O:9])[CH2:11][CH2:12]2)(=[O:33])=[O:32])[N:28]=[CH:27]1. The catalyst class is: 2. (10) Reactant: [C:9](O[C:9]([O:11][C:12]([CH3:15])([CH3:14])[CH3:13])=[O:10])([O:11][C:12]([CH3:15])([CH3:14])[CH3:13])=[O:10].[NH2:16][CH:17]([CH2:20][CH:21]([CH3:23])[CH3:22])[CH2:18][OH:19]. Product: [OH:19][CH2:18][CH:17]([NH:16][C:9](=[O:10])[O:11][C:12]([CH3:13])([CH3:14])[CH3:15])[CH2:20][CH:21]([CH3:23])[CH3:22]. The catalyst class is: 1.